This data is from Catalyst prediction with 721,799 reactions and 888 catalyst types from USPTO. The task is: Predict which catalyst facilitates the given reaction. (1) Reactant: [OH:1][CH2:2][C:3]1[C:8]([OH:9])=[CH:7][CH:6]=[CH:5][N:4]=1.[Si:10](Cl)([C:13]([CH3:16])([CH3:15])[CH3:14])([CH3:12])[CH3:11]. Product: [Si:10]([O:1][CH2:2][C:3]1[C:8]([OH:9])=[CH:7][CH:6]=[CH:5][N:4]=1)([C:13]([CH3:16])([CH3:15])[CH3:14])([CH3:12])[CH3:11]. The catalyst class is: 1. (2) Reactant: [Br:1][C:2]1[CH:6]=[CH:5][O:4][C:3]=1[C:7]1[O:11][N:10]=[C:9]([C:12]2[CH:17]=[CH:16][C:15]([Cl:18])=[CH:14][CH:13]=2)[N:8]=1.C([N-]C(C)C)(C)C.[Li+].CN([CH:30]=[O:31])C.C(=O)=O. Product: [Br:1][C:2]1[CH:6]=[C:5]([CH:30]=[O:31])[O:4][C:3]=1[C:7]1[O:11][N:10]=[C:9]([C:12]2[CH:13]=[CH:14][C:15]([Cl:18])=[CH:16][CH:17]=2)[N:8]=1. The catalyst class is: 7. (3) Reactant: Br[C:2]1[N:6]([CH2:7][O:8][CH2:9][CH2:10][Si:11]([CH3:14])([CH3:13])[CH3:12])[C:5]([C:15]2[CH:20]=[CH:19][CH:18]=[CH:17][CH:16]=2)=[N:4][C:3]=1[C:21]1[CH:26]=[CH:25][N:24]=[CH:23][CH:22]=1.Cl.[NH2:28][C:29]1[CH:30]=[C:31](B(O)O)[CH:32]=[CH:33][CH:34]=1.C(OCC)(=O)C. Product: [C:15]1([C:5]2[N:6]([CH2:7][O:8][CH2:9][CH2:10][Si:11]([CH3:14])([CH3:13])[CH3:12])[C:2]([C:33]3[CH:34]=[C:29]([NH2:28])[CH:30]=[CH:31][CH:32]=3)=[C:3]([C:21]3[CH:26]=[CH:25][N:24]=[CH:23][CH:22]=3)[N:4]=2)[CH:20]=[CH:19][CH:18]=[CH:17][CH:16]=1. The catalyst class is: 57. (4) Reactant: [C:1]1([CH2:11][OH:12])[C:10]2[C:5](=[CH:6][CH:7]=[CH:8][CH:9]=2)[CH:4]=[CH:3][CH:2]=1.C=O.S(=O)(=O)(O)O.C(C1C=CC=CC=1)C. Product: [CH2:11]=[O:12].[C:1]1([CH2:11][OH:12])[C:10]2[C:5](=[CH:6][CH:7]=[CH:8][CH:9]=2)[CH:4]=[CH:3][CH:2]=1. The catalyst class is: 824.